Dataset: Choline transporter screen with 302,306 compounds. Task: Binary Classification. Given a drug SMILES string, predict its activity (active/inactive) in a high-throughput screening assay against a specified biological target. (1) The molecule is O=C(Nc1ccc(Oc2ccccc2)cc1)CN1CCN(CC1)c1ncccc1. The result is 0 (inactive). (2) The compound is Brc1ccc(Sc2n(c3c(c2C=O)cccc3)C)cc1. The result is 0 (inactive). (3) The drug is Clc1ccc(CC(=O)NC2CC(NC(C2)(C)C)(C)C)cc1. The result is 0 (inactive). (4) The compound is O1c2c(C(c3c1cccc3)C(=O)NCCN(CC)CC)cccc2. The result is 0 (inactive). (5) The drug is OC(Cn1c2c(n(c1=N)CCC)cccc2)c1ccc(cc1)C. The result is 0 (inactive). (6) The molecule is S(CC(=O)N1CCN(CC1)C(=O)c1occc1)c1n(nnn1)c1ccccc1. The result is 0 (inactive).